From a dataset of Reaction yield outcomes from USPTO patents with 853,638 reactions. Predict the reaction yield, written as a fraction of the theoretical maximum amount of product (1.0 means a 100% yield; for example, 0.34 means a 34% yield). (1) The product is [Cl:1][C:2]1[CH:3]=[CH:4][C:5]([CH3:11])=[C:6]([NH:8][C:9]([NH:12][C:13]2[CH:17]=[CH:16][NH:15][N:14]=2)=[S:10])[CH:7]=1. The reactants are [Cl:1][C:2]1[CH:3]=[CH:4][C:5]([CH3:11])=[C:6]([N:8]=[C:9]=[S:10])[CH:7]=1.[NH2:12][C:13]1[CH:17]=[CH:16][NH:15][N:14]=1. The yield is 0.660. No catalyst specified. (2) The reactants are [CH3:1][S:2][C:3]1[CH:8]=[CH:7][C:6](/[CH:9]=[CH:10]/[C:11]2[CH:20]=[CH:19][C:14]([C:15]([O:17]C)=[O:16])=[CH:13][N:12]=2)=[CH:5][CH:4]=1.[OH-].[Na+]. The catalyst is CO. The product is [CH3:1][S:2][C:3]1[CH:4]=[CH:5][C:6](/[CH:9]=[CH:10]/[C:11]2[CH:20]=[CH:19][C:14]([C:15]([OH:17])=[O:16])=[CH:13][N:12]=2)=[CH:7][CH:8]=1. The yield is 0.990.